Task: Predict the product of the given reaction.. Dataset: Forward reaction prediction with 1.9M reactions from USPTO patents (1976-2016) (1) Given the reactants C[O:2][C:3](=O)[CH:4]([CH:9]([S:19][C:20]1[CH:25]=[CH:24][C:23]([Cl:26])=[CH:22][CH:21]=1)[C:10]1[C:15]([F:16])=[CH:14][CH:13]=[C:12]([F:17])[C:11]=1[F:18])[C:5](OC)=[O:6].CC(C[AlH]CC(C)C)C.O.C(OCC)(=O)C, predict the reaction product. The product is: [Cl:26][C:23]1[CH:24]=[CH:25][C:20]([S:19][CH:9]([C:10]2[C:15]([F:16])=[CH:14][CH:13]=[C:12]([F:17])[C:11]=2[F:18])[CH:4]([CH2:5][OH:6])[CH2:3][OH:2])=[CH:21][CH:22]=1. (2) Given the reactants [Cl:1][C:2]1[CH:3]=[C:4]([CH:9]2[C:18]3[C:13](=[CH:14][CH:15]=[CH:16][CH:17]=3)[CH2:12][CH:11]([CH2:19]O)[CH2:10]2)[CH:5]=[CH:6][C:7]=1[Cl:8].C(Br)(Br)(Br)[Br:22].C1C=CC(P(C2C=CC=CC=2)C2C=CC=CC=2)=CC=1.O, predict the reaction product. The product is: [Br:22][CH2:19][CH:11]1[CH2:12][C:13]2[C:18](=[CH:17][CH:16]=[CH:15][CH:14]=2)[CH:9]([C:4]2[CH:5]=[CH:6][C:7]([Cl:8])=[C:2]([Cl:1])[CH:3]=2)[CH2:10]1. (3) Given the reactants O1[C:5]2([CH2:10][CH2:9][CH:8]([C:11]3[CH:16]=[CH:15][C:14]([C:17]4[O:18][CH2:19][C:20](C)(C)N=4)=[CH:13][CH:12]=3)[CH2:7][CH2:6]2)[O:4]CC1.S(=O)(=O)(O)[OH:25], predict the reaction product. The product is: [O:4]=[C:5]1[CH2:10][CH2:9][CH:8]([C:11]2[CH:16]=[CH:15][C:14]([C:17]([O:18][CH2:19][CH3:20])=[O:25])=[CH:13][CH:12]=2)[CH2:7][CH2:6]1.